This data is from NCI-60 drug combinations with 297,098 pairs across 59 cell lines. The task is: Regression. Given two drug SMILES strings and cell line genomic features, predict the synergy score measuring deviation from expected non-interaction effect. (1) Drug 1: CC1OCC2C(O1)C(C(C(O2)OC3C4COC(=O)C4C(C5=CC6=C(C=C35)OCO6)C7=CC(=C(C(=C7)OC)O)OC)O)O. Drug 2: C1=C(C(=O)NC(=O)N1)N(CCCl)CCCl. Cell line: HOP-62. Synergy scores: CSS=59.7, Synergy_ZIP=2.76, Synergy_Bliss=2.31, Synergy_Loewe=0.0857, Synergy_HSA=4.08. (2) Drug 1: CNC(=O)C1=NC=CC(=C1)OC2=CC=C(C=C2)NC(=O)NC3=CC(=C(C=C3)Cl)C(F)(F)F. Drug 2: C1C(C(OC1N2C=NC3=C2NC=NCC3O)CO)O. Cell line: UACC-257. Synergy scores: CSS=-2.43, Synergy_ZIP=1.96, Synergy_Bliss=2.62, Synergy_Loewe=-0.1000, Synergy_HSA=0.0207. (3) Synergy scores: CSS=3.40, Synergy_ZIP=1.13, Synergy_Bliss=4.92, Synergy_Loewe=3.89, Synergy_HSA=3.33. Drug 1: CNC(=O)C1=CC=CC=C1SC2=CC3=C(C=C2)C(=NN3)C=CC4=CC=CC=N4. Cell line: UO-31. Drug 2: C1CC(=O)NC(=O)C1N2C(=O)C3=CC=CC=C3C2=O.